This data is from Catalyst prediction with 721,799 reactions and 888 catalyst types from USPTO. The task is: Predict which catalyst facilitates the given reaction. (1) Reactant: Br[C:2]1[CH:24]=[C:23]([F:25])[C:22]([F:26])=[CH:21][C:3]=1[O:4][CH2:5][C:6]([N:8]([CH:18]([CH3:20])[CH3:19])[NH:9][C:10](=[O:17])[C:11]1[CH:16]=[CH:15][CH:14]=[CH:13][CH:12]=1)=[O:7].C([O-])([O-])=O.[Na+].[Na+].[F:33][C:34]([F:46])([F:45])[O:35][C:36]1[CH:41]=[CH:40][CH:39]=[CH:38][C:37]=1B(O)O. The catalyst class is: 57. Product: [F:26][C:22]1[C:23]([F:25])=[CH:24][C:2]([C:37]2[CH:38]=[CH:39][CH:40]=[CH:41][C:36]=2[O:35][C:34]([F:33])([F:46])[F:45])=[C:3]([O:4][CH2:5][C:6]([N:8]([CH:18]([CH3:20])[CH3:19])[NH:9][C:10](=[O:17])[C:11]2[CH:16]=[CH:15][CH:14]=[CH:13][CH:12]=2)=[O:7])[CH:21]=1. (2) Reactant: [N:1]1([C:7]2[C:8]3[S:15][C:14]4[N:16]=[CH:17][CH:18]=[CH:19][C:13]=4[C:9]=3[N:10]=[CH:11][N:12]=2)[CH2:6][CH2:5][NH:4][CH2:3][CH2:2]1.N1C=CC=CC=1.[Cl-].[N:27]1[CH:32]=[CH:31][CH:30]=[N:29][C:28]=1[NH:33][S:34]([C:37]1[CH:42]=[CH:41][C:40]([NH:43][CH:44]=[S:45])=[CH:39][CH:38]=1)(=[O:36])=[O:35].CO. Product: [N:27]1[CH:32]=[CH:31][CH:30]=[N:29][C:28]=1[NH:33][S:34]([C:37]1[CH:42]=[CH:41][C:40]([NH:43][C:44]([N:4]2[CH2:3][CH2:2][N:1]([C:7]3[N:12]=[CH:11][N:10]=[C:9]4[C:8]=3[S:15][C:14]3[N:16]=[CH:17][CH:18]=[CH:19][C:13]4=3)[CH2:6][CH2:5]2)=[S:45])=[CH:39][CH:38]=1)(=[O:36])=[O:35]. The catalyst class is: 4. (3) Reactant: Cl[C:2]1[N:7]=[C:6]([O:8][C@@H:9]([C@H:11]2[CH2:15][N:14]([C@@H:16]([C:18]3[CH:23]=[CH:22][C:21]([O:24][CH3:25])=[CH:20][CH:19]=3)[CH3:17])[C:13](=[O:26])[CH2:12]2)[CH3:10])[C:5]2[N:27]([CH2:31][O:32][CH2:33][CH2:34][Si:35]([CH3:38])([CH3:37])[CH3:36])[C:28]([CH3:30])=[N:29][C:4]=2[CH:3]=1.[CH3:39][O:40][C:41]1[CH:42]=[C:43](B(O)O)[CH:44]=[CH:45][C:46]=1[O:47][CH3:48].C([O-])([O-])=O.[Cs+].[Cs+].C1OCCOC1. Product: [CH3:39][O:40][C:41]1[CH:42]=[C:43]([C:2]2[N:7]=[C:6]([O:8][C@@H:9]([C@H:11]3[CH2:15][N:14]([C@@H:16]([C:18]4[CH:19]=[CH:20][C:21]([O:24][CH3:25])=[CH:22][CH:23]=4)[CH3:17])[C:13](=[O:26])[CH2:12]3)[CH3:10])[C:5]3[N:27]([CH2:31][O:32][CH2:33][CH2:34][Si:35]([CH3:38])([CH3:37])[CH3:36])[C:28]([CH3:30])=[N:29][C:4]=3[CH:3]=2)[CH:44]=[CH:45][C:46]=1[O:47][CH3:48]. The catalyst class is: 6. (4) Reactant: [F:1][C:2]1[CH:7]=[CH:6][CH:5]=[C:4]([F:8])[C:3]=1[N:9]1[C:14]2[N:15]=[C:16]([S:29][CH3:30])[N:17]=[C:18]([C:19]3[CH:20]=[C:21]([CH:25]=[CH:26][C:27]=3[CH3:28])[C:22](O)=[O:23])[C:13]=2[CH:12]=[CH:11][C:10]1=[O:31].[F:32][C:33]1[CH:39]=[CH:38][C:36]([NH2:37])=[CH:35][CH:34]=1. Product: [F:8][C:4]1[CH:5]=[CH:6][CH:7]=[C:2]([F:1])[C:3]=1[N:9]1[C:14]2[N:15]=[C:16]([S:29][CH3:30])[N:17]=[C:18]([C:19]3[CH:20]=[C:21]([CH:25]=[CH:26][C:27]=3[CH3:28])[C:22]([NH:37][C:36]3[CH:38]=[CH:39][C:33]([F:32])=[CH:34][CH:35]=3)=[O:23])[C:13]=2[CH:12]=[CH:11][C:10]1=[O:31]. The catalyst class is: 344. (5) Reactant: [CH:1]1([C:6]2([OH:11])[CH2:10][CH2:9][CH2:8][CH2:7]2)[CH2:5][CH2:4][CH2:3][CH2:2]1.C([Li])CCC.[C:17](Cl)(=[O:21])[C:18]([CH3:20])=[CH2:19].C(=O)(O)[O-].[Na+]. Product: [C:17]([O:11][C:6]1([CH:1]2[CH2:5][CH2:4][CH2:3][CH2:2]2)[CH2:7][CH2:8][CH2:9][CH2:10]1)(=[O:21])[C:18]([CH3:20])=[CH2:19]. The catalyst class is: 305. (6) Reactant: [CH2:1]([O:3][C:4](=[O:15])[CH2:5][C:6](=O)[C@H:7]([CH3:13])[C@H:8]([CH3:12])[CH2:9][CH2:10][CH3:11])[CH3:2].Cl.[O:17]([NH2:19])[CH3:18].C([O-])(=O)C.[Na+]. Product: [CH2:1]([O:3][C:4](=[O:15])/[CH:5]=[C:6](\[NH:19][O:17][CH3:18])/[C@H:7]([CH3:13])[C@H:8]([CH3:12])[CH2:9][CH2:10][CH3:11])[CH3:2]. The catalyst class is: 14. (7) Product: [CH:34]1([C:2]2[CH:11]=[CH:10][CH:9]=[C:8]3[C:3]=2[CH2:4][CH2:5][N:6]2[C:16](=[O:17])[CH2:15][N:14]=[C:13]([N:18]4[CH:22]=[C:21]([CH2:23][O:24][CH3:25])[N:20]=[CH:19]4)[CH2:12][CH:7]23)[CH2:33][CH2:28]1. The catalyst class is: 222. Reactant: Br[C:2]1[CH:11]=[CH:10][CH:9]=[C:8]2[C:3]=1[CH2:4][CH2:5][N:6]1[C:16](=[O:17])[CH2:15][N:14]=[C:13]([N:18]3[CH:22]=[C:21]([CH2:23][O:24][CH3:25])[N:20]=[CH:19]3)[CH2:12][CH:7]12.CO[C:28]1C=CC=C(OC)[C:33]=1[C:34]1C=CC=CC=1P(C1CCCCC1)C1CCCCC1.C1(B(O)O)CC1.[O-]P([O-])([O-])=O.[K+].[K+].[K+].